From a dataset of Full USPTO retrosynthesis dataset with 1.9M reactions from patents (1976-2016). Predict the reactants needed to synthesize the given product. (1) The reactants are: [OH:1][C:2]1[CH:3]=[C:4]([C:8](=[O:10])[CH3:9])[CH:5]=[CH:6][CH:7]=1.[Cl:11][C:12]1[CH:17]=[CH:16][C:15]([CH:18](O)[CH2:19][CH2:20][CH2:21][CH2:22][N:23]2[CH2:28][CH2:27][CH:26]([C:29]3[CH:30]=[C:31]([NH:35][C:36](=[O:40])[CH:37]([CH3:39])[CH3:38])[CH:32]=[CH:33][CH:34]=3)[CH2:25][CH2:24]2)=[CH:14][CH:13]=1.Cl. Given the product [C:8]([C:4]1[CH:3]=[C:2]([CH:7]=[CH:6][CH:5]=1)[O:1][CH:18]([C:15]1[CH:14]=[CH:13][C:12]([Cl:11])=[CH:17][CH:16]=1)[CH2:19][CH2:20][CH2:21][CH2:22][N:23]1[CH2:28][CH2:27][CH:26]([C:29]2[CH:30]=[C:31]([NH:35][C:36](=[O:40])[CH:37]([CH3:39])[CH3:38])[CH:32]=[CH:33][CH:34]=2)[CH2:25][CH2:24]1)(=[O:10])[CH3:9], predict the reactants needed to synthesize it. (2) The reactants are: N1(N[C:8]([C:10]2[CH:40]=[CH:39][C:13]3[N:14]([CH:33]4[CH2:38][CH2:37][CH2:36][CH2:35][CH2:34]4)[C:15]([C:17]4[CH:18]=[C:19]5[C:24](=[CH:25][CH:26]=4)[N:23]=[C:22]([C:27]4[CH:32]=[CH:31][CH:30]=[CH:29][CH:28]=4)[CH:21]=[N:20]5)=[N:16][C:12]=3[CH:11]=2)=[O:9])CCOCC1.[NH2:41][C:42]1[CH:43]=[C:44]2[C:49](=[CH:50][CH:51]=1)[CH:48]=[C:47]([C:52]([OH:54])=[O:53])[CH:46]=[CH:45]2. Given the product [CH:33]1([N:14]2[C:13]3[CH:39]=[CH:40][C:10]([C:8]([NH:41][C:42]4[CH:43]=[C:44]5[C:49](=[CH:50][CH:51]=4)[CH:48]=[C:47]([C:52]([OH:54])=[O:53])[CH:46]=[CH:45]5)=[O:9])=[CH:11][C:12]=3[N:16]=[C:15]2[C:17]2[CH:18]=[C:19]3[C:24](=[CH:25][CH:26]=2)[N:23]=[C:22]([C:27]2[CH:28]=[CH:29][CH:30]=[CH:31][CH:32]=2)[CH:21]=[N:20]3)[CH2:38][CH2:37][CH2:36][CH2:35][CH2:34]1, predict the reactants needed to synthesize it. (3) Given the product [CH3:1][CH:2]1[CH2:7][C:6](=[O:8])[CH:5]=[C:4]([C:9]2[S:10][CH:11]=[CH:12][CH:13]=2)[NH:3]1, predict the reactants needed to synthesize it. The reactants are: [CH3:1][CH:2]1[CH2:7][C:6](=[O:8])[CH:5]=[C:4]([C:9]2[S:10][CH:11]=[CH:12][CH:13]=2)[N:3]1C(OC(C)(C)C)=O.FC(F)(F)C(O)=O.C(=O)([O-])[O-].[K+].[K+]. (4) Given the product [Br:15][C:16]1[CH:17]=[C:18]2[C:22](=[C:23]([C:25]([O:27][CH2:28][CH3:29])=[O:26])[CH:24]=1)[NH:21][CH:20]=[CH:19]2, predict the reactants needed to synthesize it. The reactants are: C(C1C(=O)C(Cl)=C(Cl)C(=O)C=1C#N)#N.[Br:15][C:16]1[CH:17]=[C:18]2[C:22](=[C:23]([C:25]([O:27][CH2:28][CH3:29])=[O:26])[CH:24]=1)[NH:21][CH2:20][CH2:19]2. (5) Given the product [Cl:20][C:14]1[C:15]([Cl:19])=[CH:16][CH:17]=[CH:18][C:13]=1[CH2:12][C:11]1[C:10]([C:21]([F:24])([F:23])[F:22])=[N:9][N:5]2[C:6]([OH:8])=[CH:7][C:2]([N:28]3[CH2:29][CH2:30][O:31][CH:26]([CH3:25])[CH2:27]3)=[N:3][C:4]=12, predict the reactants needed to synthesize it. The reactants are: Cl[C:2]1[CH:7]=[C:6]([OH:8])[N:5]2[N:9]=[C:10]([C:21]([F:24])([F:23])[F:22])[C:11]([CH2:12][C:13]3[CH:18]=[CH:17][CH:16]=[C:15]([Cl:19])[C:14]=3[Cl:20])=[C:4]2[N:3]=1.[CH3:25][CH:26]1[O:31][CH2:30][CH2:29][NH:28][CH2:27]1.